Dataset: Reaction yield outcomes from USPTO patents with 853,638 reactions. Task: Predict the reaction yield, written as a fraction of the theoretical maximum amount of product (1.0 means a 100% yield; for example, 0.34 means a 34% yield). (1) The reactants are [Cl:1][C:2]1[C:10]2[N:9]=[C:8]3[N:11]([C:15]4[CH:20]=[CH:19][C:18]([Cl:21])=[CH:17][C:16]=4[Cl:22])[CH2:12][CH2:13][CH2:14][N:7]3[C:6]=2[C:5]([CH:23]([OH:26])[CH2:24][CH3:25])=[CH:4][CH:3]=1.[C:27](O[C:27](=[O:30])[CH2:28][CH3:29])(=[O:30])[CH2:28][CH3:29]. The catalyst is N1C=CC=CC=1. The product is [C:27]([O:26][CH:23]([C:5]1[C:6]2[N:7]3[CH2:14][CH2:13][CH2:12][N:11]([C:15]4[CH:20]=[CH:19][C:18]([Cl:21])=[CH:17][C:16]=4[Cl:22])[C:8]3=[N:9][C:10]=2[C:2]([Cl:1])=[CH:3][CH:4]=1)[CH2:24][CH3:25])(=[O:30])[CH2:28][CH3:29]. The yield is 0.820. (2) The reactants are [Cl:1][C:2]1[N:7]=[C:6]([Cl:8])[CH:5]=[C:4]([CH3:9])[N:3]=1.[Cl:10]N1C(=O)CCC1=O.C(OOC(=O)C1C=CC=CC=1)(=O)C1C=CC=CC=1. The catalyst is C(Cl)(Cl)(Cl)Cl. The product is [Cl:1][C:2]1[N:7]=[C:6]([Cl:8])[CH:5]=[C:4]([CH2:9][Cl:10])[N:3]=1. The yield is 0.400. (3) The reactants are [Cl:1][C:2]1[CH:17]=[C:16]([CH:18]=O)[CH:15]=[CH:14][C:3]=1[O:4][C:5]1[CH:6]=[CH:7][C:8]([C:11]([NH2:13])=[O:12])=[N:9][CH:10]=1.[S:20]1[CH:24]=[CH:23][CH:22]=[C:21]1[CH2:25][CH2:26][NH2:27]. No catalyst specified. The product is [Cl:1][C:2]1[CH:17]=[C:16]([CH2:18][NH:27][CH2:26][CH2:25][C:21]2[S:20][CH:24]=[CH:23][CH:22]=2)[CH:15]=[CH:14][C:3]=1[O:4][C:5]1[CH:6]=[CH:7][C:8]([C:11]([NH2:13])=[O:12])=[N:9][CH:10]=1. The yield is 0.728. (4) The reactants are Br[C:2]1[C:3]([C:18]2[CH:23]=[CH:22][CH:21]=[CH:20][CH:19]=2)=[C:4]([CH3:17])[C:5]([C:15]#[N:16])=[C:6]2[C:10]=1[O:9][C:8]([C:11]([CH3:14])([CH3:13])[CH3:12])=[N:7]2.[C:24]([O:28][C:29]([NH:31][CH:32]1[CH2:36][CH2:35][C:34]([Sn](CCCC)(CCCC)CCCC)=[CH:33]1)=[O:30])([CH3:27])([CH3:26])[CH3:25].C(C1C(O)=C(C(C)(C)C)C=C(C)C=1)(C)(C)C. The catalyst is Cl[Pd](Cl)([P](C1C=CC=CC=1)(C1C=CC=CC=1)C1C=CC=CC=1)[P](C1C=CC=CC=1)(C1C=CC=CC=1)C1C=CC=CC=1.O1CCOCC1. The product is [C:11]([C:8]1[O:9][C:10]2[C:2]([C:34]3[CH2:35][CH2:36][CH:32]([NH:31][C:29](=[O:30])[O:28][C:24]([CH3:26])([CH3:25])[CH3:27])[CH:33]=3)=[C:3]([C:18]3[CH:23]=[CH:22][CH:21]=[CH:20][CH:19]=3)[C:4]([CH3:17])=[C:5]([C:15]#[N:16])[C:6]=2[N:7]=1)([CH3:12])([CH3:13])[CH3:14]. The yield is 0.610. (5) The reactants are [CH3:1][S:2][C:3]1[N:4]=[CH:5][C:6]2[C:12](=[O:13])[CH2:11][CH:10]([C:14]([O:16]C(C)(C)C)=[O:15])[NH:9][C:7]=2[N:8]=1.C1(C)C=CC=CC=1. The catalyst is FC(F)(F)C(O)=O. The product is [CH3:12][OH:13].[CH3:1][S:2][C:3]1[N:4]=[CH:5][C:6]2[C:12](=[O:13])[CH2:11][CH:10]([C:14]([OH:16])=[O:15])[NH:9][C:7]=2[N:8]=1. The yield is 0.990.